From a dataset of Forward reaction prediction with 1.9M reactions from USPTO patents (1976-2016). Predict the product of the given reaction. The product is: [C:1]([O:5][C:6]([N:8]1[CH2:13][CH2:12][O:11][CH:10]([CH2:14][O:15][S:17]([CH3:16])(=[O:19])=[O:18])[CH2:9]1)=[O:7])([CH3:4])([CH3:3])[CH3:2]. Given the reactants [C:1]([O:5][C:6]([N:8]1[CH2:13][CH2:12][O:11][CH:10]([CH2:14][OH:15])[CH2:9]1)=[O:7])([CH3:4])([CH3:3])[CH3:2].[CH3:16][S:17](Cl)(=[O:19])=[O:18].C(N(CC)CC)C, predict the reaction product.